This data is from Experimentally validated miRNA-target interactions with 360,000+ pairs, plus equal number of negative samples. The task is: Binary Classification. Given a miRNA mature sequence and a target amino acid sequence, predict their likelihood of interaction. (1) The miRNA is hsa-miR-6073 with sequence GGUAGUGAGUUAUCAGCUAC. The protein sequence of the target gene is MDHINKLTQIEDPREQWRREQERMLKEYLIVAQEALNAKKEIYQIKQQRFELAQEEYQQLHKMCEDDSRSYASSFSGYSTNTKYDPHQIKAEIASRRDRLSRLKRELTQMKQELQYKEKGVETLQEIDRKMSSTHTSYKLDEAQAIMSELRTIKKAICTGEKERRDLMHSLAKLTDSFKNSCSVTDSLVDFPHHVGVPGDAGVPQQFCDAGSQTDIIGEFVFDDKTRLVDRVRLNWQYEEARKRVANIQQQLARLDNESWPSTAEADRDRLQLIKEKEALLQELQLIIAQRRSAGDVARL.... Result: 0 (no interaction). (2) The miRNA is hsa-miR-8057 with sequence GUGGCUCUGUAGUAAGAUGGA. The protein sequence of the target gene is MHFSTVTRDMEAFTASSLSSLGAAGGFPGAASPGADPYGPREPPPPPPRYDPCAAAAPGAPGPPPPPHAYPFAPAAGAATSAAAEPEGPGASCAAAAKAPVKKNAKVAGVSVQLEMKALWDEFNQLGTEMIVTKAGRRMFPTFQVKLFGMDPMADYMLLMDFVPVDDKRYRYAFHSSSWLVAGKADPATPGRVHYHPDSPAKGAQWMKQIVSFDKLKLTNNLLDDNGHIILNSMHRYQPRFHVVYVDPRKDSEKYAEENFKTFVFEETRFTAVTAYQNHRITQLKIASNPFAKGFRDCDP.... Result: 0 (no interaction). (3) The miRNA is hsa-miR-4724-5p with sequence AACUGAACCAGGAGUGAGCUUCG. The protein sequence of the target gene is MSSENCFVAENSSLHPESGQENDATSPHFSTRHEGSFQVPVLCAVMNVVFITILIIALIALSVGQYNCPGQYTFSMPSDSHVSSCSEDWVGYQRKCYFISTVKRSWTSAQNACSEHGATLAVIDSEKDMNFLKRYAGREEHWVGLKKEPGHPWKWSNGKEFNNWFNVTGSDKCVFLKNTEVSSMECEKNLYWICNKPYK. Result: 0 (no interaction). (4) The protein sequence of the target gene is MAVSVTPIRDTKWLTLEVCREFQRGTCSRPDTECKFAHPSKSCQVENGRVIACFDSLKGRCSRENCKYLHPPPHLKTQLEINGRNNLIQQKNMAMLAQQMQLANAMMPGAPLQPVPMFSVAPSLATSASAAFNPYLGPVSPSLVPAEILPTAPMLVTGNPGVPVPAAAAAAAQKLMRTDRLEVCREYQRGNCNRGENDCRFAHPADSTMIDTNDNTVTVCMDYIKGRCSREKCKYFHPPAHLQAKIKAAQYQVNQAAAAQAAATAAAMGIPQAVLPPLPKRPALEKTNGATAVFNTGIFQ.... The miRNA is hsa-miR-4662a-5p with sequence UUAGCCAAUUGUCCAUCUUUAG. Result: 0 (no interaction). (5) The miRNA is mmu-miR-674-5p with sequence GCACUGAGAUGGGAGUGGUGUA. The protein sequence of the target gene is MSGFLASLDPRRVQWGAAWYAMHSRILRTKPVESMLEGTGTTSAHGTKLAQVLTTVDLISLGVGSCVGTGMYVVSGLVAKEMAGPGVIVSFIIAAVASILSGVCYAEFGVRVPKTTGSAYTYSYVTVGEFVAFFIGWNLILEYLIGTAAGASALSSMFDSLANHSISRWMVDTVGTLNGLGKGEESYPDLLALVIAVIVTIIVALGVKNSVGFNNVLNVLNLAVWVFIMIAGLFFINGKYWAEGQFLPHGWSGVLQGAATCFYAFIGFDIIATTGEEAKNPNTSIPYAITASLVICLTAY.... Result: 1 (interaction). (6) The miRNA is mmu-miR-3473a with sequence UGGAGAGAUGGCUCAGCA. The protein sequence of the target gene is MKMEEMSLSGLDNSKLEAIAQEIYADLVEDSCLGFCFEVHRAVKCGYFFLDDTDPDSMKDFEIVDQPGLDIFGQVFNQWKSKECVCPNCSRSIAASRFAPHLEKCLGMGRNSSRIANRRIANSNNMNKSESDQEDNDDINDNDWSYGSEKKAKKRKSDKNPNSPRRSKSLKHKNGELSNSDPFKYSNSTGISYETLGPEELRSLLTTQCGVISEHTKKMCTRSLRCPQHTDEQRRTVRIYFLGPSAVLPEVESSLDNDGFDMTDSQALISRLQWDGSSDLSPSDSGSSKTSENQGWGLGT.... Result: 0 (no interaction). (7) The miRNA is hsa-miR-660-3p with sequence ACCUCCUGUGUGCAUGGAUUA. The protein sequence of the target gene is MAAEVYFGDLELFEPFDHPEESIPKPVHTRFKDDDGDEEDENGVGDAELRERLRQCEETIEQLRAENQELKRKLNILTRPSGILVNDTKLDGPILQILFMNNAISKQYHQEIEEFVSNLVKRFEEQQKNDVEKTSFNLLPQPSSIVLEEDHKVEESCAIKNNKEAFSVVGSVLYFTNFCLDKLGQPLLNENPQLSEGWEIPKYHQVFSHIVSLEGQEIQVKAKRPKPHCFNCGSEEHQMKDCPMPRNAARISEKRKEYMDACGEANNQNFQQRYHAEEVEERFGRFKPGVISEELQDALG.... Result: 1 (interaction). (8) The miRNA is hsa-miR-144-5p with sequence GGAUAUCAUCAUAUACUGUAAG. The protein sequence of the target gene is MEHLERCAWFLRGTLVRATVRRHLPWALVAAMLAGSVVKELSPLPESYLSNKRNVLNVYFVKLAWAWTVCLLLPFIALTNYHLTGKTSLVLRRLSTLLVGTAIWYICTALFSNIEHYTGSCYQSPALEGIRQEHRSKQQCHREGGFWHGFDISGHSFLLTFCALMIVEEMAVLHEVKTDRGHHLHAAITTLVVALGFLTFIWVWMFLCTAVYFHDLTQKVFGTMFGLLGWYGTYGYWYLKSFSPGLPPQSCSLTLKRDTYKK. Result: 0 (no interaction). (9) The miRNA is hsa-miR-629-3p with sequence GUUCUCCCAACGUAAGCCCAGC. The protein sequence of the target gene is MPRPGTMALCLLTLVLSLLPPQAAAEQDLSVNRAVWDGGGCISQGDVLNRQCQQLSQHVRTGSAANTATGTTSTNVVEPRMYLSCSTNPEMTSIESSVTSDTPGVSSTRMTPTESRTTSESTSDSTTLFPSSTEDTSSPTTPEGTDVPMSTPSEESISSTMAFVSTAPLPSFEAYTSLTYKVDMSTPLTTSTQASSSPTTPESTTIPKSTNSEGSTPLTSMPASTMKVASSEAITLLTTPVEISTPVTISAQASSSPTTAEGPSLSNSAPSGGSTPLTRMPLSVMLVVSSEASTLSTTPA.... Result: 1 (interaction). (10) The miRNA is hsa-miR-148b-3p with sequence UCAGUGCAUCACAGAACUUUGU. The protein sequence of the target gene is MGPLSRDAWAQRLGAFRASPSAFMAGPEGEDLGRDLLSDLRSEKLSEQTKVSLLALSMEYPAQLWPDASAAEVAATSLLDTLVLLPPRPSALRRPLLLAATTALAAGGALGPTSGASCRLLPLLLGLAAGSDLGRGFVPASEQRPLQATACECLRELESCKPGLLGGSLGLLRGLLGQEGPVQPLSLLLALALRNTLVLQSRVGAGLGGLLTDKVSPTGGGPWDWTLVEEGDGRLQPQAPSWPAAEEGEGERSLTAREHSPEEARELRAAVIQLLDTSYLLTPVAQAQLLWLLGWALRGL.... Result: 1 (interaction).